This data is from Forward reaction prediction with 1.9M reactions from USPTO patents (1976-2016). The task is: Predict the product of the given reaction. (1) Given the reactants [N:1]1[C:2]([CH2:10][N:11]([CH3:22])[C@@H:12]2[C:21]3[N:20]=[CH:19][CH:18]=[CH:17][C:16]=3[CH2:15][CH2:14][CH2:13]2)=[CH:3][N:4]2[CH:9]=[CH:8][CH:7]=[CH:6][C:5]=12.CNC(C)C.[CH3:28][N:29]([CH2:40]C1N=C2C=CC=CN2C=1CN1CCOCC1)[C@@H:30]1[C:39]2N=CC=CC=2CC[CH2:31]1, predict the reaction product. The product is: [CH3:22][N:11]([CH2:10][C:2]1[N:1]=[C:5]2[CH:6]=[CH:7][CH:8]=[CH:9][N:4]2[C:3]=1[CH2:28][N:29]([CH3:40])[CH:30]([CH3:39])[CH3:31])[C@@H:12]1[C:21]2[N:20]=[CH:19][CH:18]=[CH:17][C:16]=2[CH2:15][CH2:14][CH2:13]1. (2) Given the reactants [C:1]([C:4]1[CH:9]=[N:8][N:7]2[CH:10]=[C:11]([C:13]3[S:14][C:15]([S:18][CH3:19])=[N:16][N:17]=3)[CH:12]=[C:6]2[C:5]=1[NH:20][C@@H:21]1[CH2:25][CH2:24][C@@:23]([NH:27][C:28](=[O:34])[O:29][C:30]([CH3:33])([CH3:32])[CH3:31])([CH3:26])[C:22]1([CH3:36])[CH3:35])(=[O:3])[NH2:2].[OH:37]OS([O-])=O.[K+], predict the reaction product. The product is: [C:1]([C:4]1[CH:9]=[N:8][N:7]2[CH:10]=[C:11]([C:13]3[S:14][C:15]([S:18]([CH3:19])=[O:37])=[N:16][N:17]=3)[CH:12]=[C:6]2[C:5]=1[NH:20][C@@H:21]1[CH2:25][CH2:24][C@@:23]([NH:27][C:28](=[O:34])[O:29][C:30]([CH3:33])([CH3:32])[CH3:31])([CH3:26])[C:22]1([CH3:36])[CH3:35])(=[O:3])[NH2:2]. (3) Given the reactants C(=O)([O-])[O-].[K+].[K+].Cl.[NH2:8][OH:9].[C:10]([C:12]1([NH:16][S:17]([C:19]([CH3:22])([CH3:21])[CH3:20])=[O:18])[CH2:15][CH2:14][CH2:13]1)#[N:11], predict the reaction product. The product is: [CH3:20][C:19]([CH3:22])([S:17]([NH:16][C:12]1(/[C:10](=[N:8]/[OH:9])/[NH2:11])[CH2:13][CH2:14][CH2:15]1)=[O:18])[CH3:21]. (4) Given the reactants C1C=C(Cl)C=C(C(OO)=[O:9])C=1.[F:12][C:13]1[CH:14]=[C:15]([CH:26]=[C:27]([F:29])[CH:28]=1)[CH2:16][O:17][C:18]1[CH:19]=[N:20][CH:21]=[C:22]([CH:25]=1)[C:23]#[N:24], predict the reaction product. The product is: [C:23]([C:22]1[CH:21]=[N+:20]([O-:9])[CH:19]=[C:18]([O:17][CH2:16][C:15]2[CH:26]=[C:27]([F:29])[CH:28]=[C:13]([F:12])[CH:14]=2)[CH:25]=1)#[N:24]. (5) Given the reactants CON(C)[C:4]([C:6]1[N:7]=[CH:8][N:9]([C:11]2[CH:16]=[CH:15][CH:14]=[C:13]([C:17]3[C:18]([O:25][CH3:26])=[N:19][C:20]([O:23][CH3:24])=[N:21][CH:22]=3)[CH:12]=2)[CH:10]=1)=[O:5].Br[C:29]1[CH:34]=[CH:33][CH:32]=[CH:31][C:30]=1[O:35][CH3:36], predict the reaction product. The product is: [CH3:24][O:23][C:20]1[N:19]=[C:18]([O:25][CH3:26])[C:17]([C:13]2[CH:12]=[C:11]([N:9]3[CH:10]=[C:6]([C:4]([C:29]4[CH:34]=[CH:33][CH:32]=[CH:31][C:30]=4[O:35][CH3:36])=[O:5])[N:7]=[CH:8]3)[CH:16]=[CH:15][CH:14]=2)=[CH:22][N:21]=1. (6) Given the reactants [C:1]([O:5][C:6](=[O:20])[NH:7][C@@H:8]([C:10]1[CH:11]=[N:12][C:13]([C:16]([F:19])([F:18])[F:17])=[CH:14][CH:15]=1)[CH3:9])([CH3:4])([CH3:3])[CH3:2].C(C1C=C(C)C=C(C(C)(C)C)C=1[OH:36])(C)(C)C.ClC1C=CC=C(C(OO)=O)C=1.S([O-])([O-])(=O)=S.[Na+].[Na+].C(=O)(O)[O-].[Na+], predict the reaction product. The product is: [C:1]([O:5][C:6](=[O:20])[NH:7][C@@H:8]([C:10]1[CH:11]=[N+:12]([O-:36])[C:13]([C:16]([F:17])([F:18])[F:19])=[CH:14][CH:15]=1)[CH3:9])([CH3:2])([CH3:3])[CH3:4]. (7) The product is: [Cl:11][C:4]1[N:3]=[C:2]([C:13]#[N:14])[C:7]([N+:8]([O-:10])=[O:9])=[CH:6][CH:5]=1. Given the reactants Cl[C:2]1[C:7]([N+:8]([O-:10])=[O:9])=[CH:6][CH:5]=[C:4]([Cl:11])[N:3]=1.[Cu][C:13]#[N:14], predict the reaction product. (8) Given the reactants [C:1]1([C:7]2([C:28]3[CH:33]=[CH:32][CH:31]=[CH:30][CH:29]=3)[O:11][C:10]3[CH:12]=[CH:13][C:14]([C:16](ON4C5C=CC=CC=5N=N4)=[O:17])=[CH:15][C:9]=3[O:8]2)[CH:6]=[CH:5][CH:4]=[CH:3][CH:2]=1.[NH:34]1[CH2:39][CH2:38][O:37][CH2:36][CH2:35]1, predict the reaction product. The product is: [C:1]1([C:7]2([C:28]3[CH:29]=[CH:30][CH:31]=[CH:32][CH:33]=3)[O:11][C:10]3[CH:12]=[CH:13][C:14]([C:16]([N:34]4[CH2:39][CH2:38][O:37][CH2:36][CH2:35]4)=[O:17])=[CH:15][C:9]=3[O:8]2)[CH:2]=[CH:3][CH:4]=[CH:5][CH:6]=1. (9) Given the reactants [Cl:1][C:2]1[CH:7]=[CH:6][C:5](N)=[CH:4][N:3]=1.C[Si]([N-:13][Si](C)(C)C)(C)C.[Na+].[C:19](O[C:19]([O:21][C:22]([CH3:25])([CH3:24])[CH3:23])=[O:20])([O:21][C:22]([CH3:25])([CH3:24])[CH3:23])=[O:20], predict the reaction product. The product is: [Cl:1][C:2]1[N:3]=[C:4]([NH:13][C:19](=[O:20])[O:21][C:22]([CH3:25])([CH3:24])[CH3:23])[CH:5]=[CH:6][CH:7]=1.